Predict the reactants needed to synthesize the given product. From a dataset of Full USPTO retrosynthesis dataset with 1.9M reactions from patents (1976-2016). (1) Given the product [CH2:1]([N:8]1[CH2:18][CH2:17][C:11]2([C:15](=[O:16])[N:14]([C:27]3[CH2:26][O:23][C:20](=[O:21])[C:28]=3[CH3:29])[CH2:13][CH2:12]2)[CH:10]([OH:19])[CH2:9]1)[C:2]1[CH:3]=[CH:4][CH:5]=[CH:6][CH:7]=1, predict the reactants needed to synthesize it. The reactants are: [CH2:1]([N:8]1[CH2:18][CH2:17][C:11]2([C:15](=[O:16])[NH:14][CH2:13][CH2:12]2)[CH:10]([OH:19])[CH2:9]1)[C:2]1[CH:7]=[CH:6][CH:5]=[CH:4][CH:3]=1.[C:20]([O-:23])([O-])=[O:21].[K+].[K+].[CH3:26][C:27]1(C)C2C(=C(P(C3C=CC=CC=3)C3C=CC=CC=3)C=CC=2)O[C:29]2C(P(C3C=CC=CC=3)C3C=CC=CC=3)=CC=C[C:28]1=2.O. (2) Given the product [NH2:9][C:6]1[S:7][CH:8]=[C:4]([CH2:3][N:2]([CH3:1])[C:20]2[N:19]=[C:18]([Cl:17])[N:23]=[C:22]([N:24]([C:40]([O:42][C:43]([CH3:44])([CH3:46])[CH3:45])=[O:41])[N:25]([C:26]([O:28][C:29]([CH3:31])([CH3:32])[CH3:30])=[O:27])[C:33]([O:35][C:36]([CH3:39])([CH3:37])[CH3:38])=[O:34])[C:21]=2[F:47])[N:5]=1, predict the reactants needed to synthesize it. The reactants are: [CH3:1][NH:2][CH2:3][C:4]1[N:5]=[C:6]([NH2:9])[S:7][CH:8]=1.C(N(CC)CC)C.[Cl:17][C:18]1[N:23]=[C:22]([N:24]([C:40]([O:42][C:43]([CH3:46])([CH3:45])[CH3:44])=[O:41])[N:25]([C:33]([O:35][C:36]([CH3:39])([CH3:38])[CH3:37])=[O:34])[C:26]([O:28][C:29]([CH3:32])([CH3:31])[CH3:30])=[O:27])[C:21]([F:47])=[C:20](Cl)[N:19]=1. (3) Given the product [C:1]1([S:7]([CH2:10][C:11]2[C:16]([C:17]([O:19][CH3:20])=[O:18])=[C:15]([CH2:21][CH2:22][CH2:23][NH:24][C:25]([O:27][C:28]([CH3:29])([CH3:30])[CH3:31])=[O:26])[C:14]([C:32]3[CH:36]=[CH:35][O:34][CH:33]=3)=[CH:13][CH:12]=2)(=[O:9])=[O:8])[CH:2]=[CH:3][CH:4]=[CH:5][CH:6]=1, predict the reactants needed to synthesize it. The reactants are: [C:1]1([S:7]([CH2:10][C:11]2[C:16]([C:17]([O:19][CH3:20])=[O:18])=[C:15]([C:21]#[C:22][CH2:23][NH:24][C:25]([O:27][C:28]([CH3:31])([CH3:30])[CH3:29])=[O:26])[C:14]([C:32]3[CH:36]=[CH:35][O:34][CH:33]=3)=[CH:13][CH:12]=2)(=[O:9])=[O:8])[CH:6]=[CH:5][CH:4]=[CH:3][CH:2]=1.[H][H]. (4) Given the product [CH3:15][C:10]1[C:9]([O:8][C:6]2[CH:5]=[CH:4][N:3]=[C:2]([NH:17][C:16](=[O:23])[O:18][C:19]([CH3:22])([CH3:21])[CH3:20])[CH:7]=2)=[CH:14][CH:13]=[CH:12][N:11]=1, predict the reactants needed to synthesize it. The reactants are: Cl[C:2]1[CH:7]=[C:6]([O:8][C:9]2[C:10]([CH3:15])=[N:11][CH:12]=[CH:13][CH:14]=2)[CH:5]=[CH:4][N:3]=1.[C:16](=[O:23])([O:18][C:19]([CH3:22])([CH3:21])[CH3:20])[NH2:17].P([O-])([O-])([O-])=O.[K+].[K+].[K+]. (5) Given the product [F:27][C:21]1[CH:22]=[C:23]([F:26])[CH:24]=[CH:25][C:20]=1[N:16]1[C:15]([C:9]2[S:8][C:7]3[C:6]4[N:28]=[C:2]([C:3]5[CH:2]=[N:28][C:6]([CH3:7])=[CH:5][CH:4]=5)[CH:3]=[CH:4][C:5]=4[O:14][CH2:13][CH2:12][C:11]=3[CH:10]=2)=[N:19][CH:18]=[N:17]1, predict the reactants needed to synthesize it. The reactants are: Cl[C:2]1[CH:3]=[CH:4][C:5]2[O:14][CH2:13][CH2:12][C:11]3[CH:10]=[C:9]([C:15]4[N:16]([C:20]5[CH:25]=[CH:24][C:23]([F:26])=[CH:22][C:21]=5[F:27])[N:17]=[CH:18][N:19]=4)[S:8][C:7]=3[C:6]=2[N:28]=1.